This data is from NCI-60 drug combinations with 297,098 pairs across 59 cell lines. The task is: Regression. Given two drug SMILES strings and cell line genomic features, predict the synergy score measuring deviation from expected non-interaction effect. (1) Drug 1: C1=CC(=CC=C1CC(C(=O)O)N)N(CCCl)CCCl.Cl. Drug 2: C1=NC2=C(N=C(N=C2N1C3C(C(C(O3)CO)O)F)Cl)N. Cell line: RXF 393. Synergy scores: CSS=8.81, Synergy_ZIP=-4.80, Synergy_Bliss=-2.55, Synergy_Loewe=-6.15, Synergy_HSA=-2.30. (2) Drug 1: C1=C(C(=O)NC(=O)N1)N(CCCl)CCCl. Drug 2: CCC1(C2=C(COC1=O)C(=O)N3CC4=CC5=C(C=CC(=C5CN(C)C)O)N=C4C3=C2)O.Cl. Cell line: HS 578T. Synergy scores: CSS=5.81, Synergy_ZIP=-5.51, Synergy_Bliss=-4.67, Synergy_Loewe=-5.57, Synergy_HSA=-3.91. (3) Drug 1: CN(C)N=NC1=C(NC=N1)C(=O)N. Drug 2: CCCS(=O)(=O)NC1=C(C(=C(C=C1)F)C(=O)C2=CNC3=C2C=C(C=N3)C4=CC=C(C=C4)Cl)F. Cell line: COLO 205. Synergy scores: CSS=28.6, Synergy_ZIP=-1.22, Synergy_Bliss=-8.94, Synergy_Loewe=-46.9, Synergy_HSA=-9.59. (4) Drug 1: CC1=C2C(C(=O)C3(C(CC4C(C3C(C(C2(C)C)(CC1OC(=O)C(C(C5=CC=CC=C5)NC(=O)OC(C)(C)C)O)O)OC(=O)C6=CC=CC=C6)(CO4)OC(=O)C)OC)C)OC. Drug 2: CN(C(=O)NC(C=O)C(C(C(CO)O)O)O)N=O. Cell line: KM12. Synergy scores: CSS=23.7, Synergy_ZIP=-6.63, Synergy_Bliss=-10.3, Synergy_Loewe=-49.1, Synergy_HSA=-10.5. (5) Drug 1: C1=NC2=C(N=C(N=C2N1C3C(C(C(O3)CO)O)F)Cl)N. Drug 2: C1C(C(OC1N2C=NC3=C2NC=NCC3O)CO)O. Cell line: UACC62. Synergy scores: CSS=-0.244, Synergy_ZIP=0.247, Synergy_Bliss=-0.425, Synergy_Loewe=1.50, Synergy_HSA=-0.944. (6) Drug 1: C1CCC(C(C1)N)N.C(=O)(C(=O)[O-])[O-].[Pt+4]. Drug 2: C1C(C(OC1N2C=NC(=NC2=O)N)CO)O. Cell line: NCI-H226. Synergy scores: CSS=3.56, Synergy_ZIP=0.472, Synergy_Bliss=0.207, Synergy_Loewe=-1.25, Synergy_HSA=-1.95.